Dataset: Full USPTO retrosynthesis dataset with 1.9M reactions from patents (1976-2016). Task: Predict the reactants needed to synthesize the given product. (1) Given the product [F:26][C:25]1[CH:24]=[CH:23][C:10]([CH2:11][C:12]2[C:21]3[C:16](=[CH:17][CH:18]=[CH:19][CH:20]=3)[C:15](=[O:22])[NH:14][N:13]=2)=[CH:9][C:8]=1[C:6]([N:4]1[CH2:3][CH:2]([NH:1][CH2:27][CH:28]([CH3:30])[CH3:29])[CH2:5]1)=[O:7], predict the reactants needed to synthesize it. The reactants are: [NH2:1][CH:2]1[CH2:5][N:4]([C:6]([C:8]2[CH:9]=[C:10]([CH:23]=[CH:24][C:25]=2[F:26])[CH2:11][C:12]2[C:21]3[C:16](=[CH:17][CH:18]=[CH:19][CH:20]=3)[C:15](=[O:22])[NH:14][N:13]=2)=[O:7])[CH2:3]1.[CH:27](=O)[CH:28]([CH3:30])[CH3:29].C(O[BH-](OC(=O)C)OC(=O)C)(=O)C.[Na+]. (2) Given the product [N:8]1([C:11]2[CH:16]=[CH:15][C:14]([NH:17][C:18]([C:20]3[O:21][C:22]4[C:27]([C:28](=[O:30])[CH:29]=3)=[CH:26][C:25]([F:31])=[CH:24][C:23]=4[N:32]3[CH2:37][CH2:36][NH:35][CH2:34][CH2:33]3)=[O:19])=[CH:13][CH:12]=2)[CH2:7][CH2:6][O:41][CH2:10][CH2:9]1, predict the reactants needed to synthesize it. The reactants are: C(N1[CH2:10][CH2:9][N:8]([C:11]2[CH:16]=[CH:15][C:14]([NH:17][C:18]([C:20]3[O:21][C:22]4[C:27]([C:28](=[O:30])[CH:29]=3)=[CH:26][C:25]([F:31])=[CH:24][C:23]=4[N:32]3[CH2:37][CH2:36][N:35](C)[CH2:34][CH2:33]3)=[O:19])=[CH:13][CH:12]=2)[CH2:7][CH2:6]1)(=O)CC.ClC(OC(Cl)C)=[O:41].[Na+].[I-].Cl. (3) Given the product [CH:18]1([C:16]([NH:15][C:13]2[N:14]=[C:9]3[CH:8]=[CH:7][C:6]([O:5][C:4]4[CH:3]=[C:2]([NH:1][C:30]([C:29]5[N:25]([CH3:24])[N:26]=[C:27]([CH3:33])[CH:28]=5)=[O:31])[CH:23]=[CH:22][CH:21]=4)=[N:11][N:10]3[CH:12]=2)=[O:17])[CH2:20][CH2:19]1, predict the reactants needed to synthesize it. The reactants are: [NH2:1][C:2]1[CH:3]=[C:4]([CH:21]=[CH:22][CH:23]=1)[O:5][C:6]1[CH:7]=[CH:8][C:9]2[N:10]([CH:12]=[C:13]([NH:15][C:16]([CH:18]3[CH2:20][CH2:19]3)=[O:17])[N:14]=2)[N:11]=1.[CH3:24][N:25]1[C:29]([C:30](Cl)=[O:31])=[CH:28][C:27]([CH3:33])=[N:26]1.O. (4) Given the product [NH:20]1[CH2:21][CH2:22][CH2:23][CH2:24][CH:19]1[CH2:18][CH2:17][O:16][CH2:15][C@@H:12]1[CH2:11][CH2:10][C@H:9]([NH2:8])[CH2:14][CH2:13]1, predict the reactants needed to synthesize it. The reactants are: C([N:8](CC1C=CC=CC=1)[C@H:9]1[CH2:14][CH2:13][C@@H:12]([CH2:15][O:16][CH2:17][CH2:18][CH:19]2[CH2:24][CH2:23][CH2:22][CH2:21][NH:20]2)[CH2:11][CH2:10]1)C1C=CC=CC=1. (5) Given the product [NH2:1][C:4]1[CH:5]=[C:6]([C:17]2[S:18][C:19]([C:23]([O:25][CH2:26][CH3:27])=[O:24])=[C:20]([CH3:22])[N:21]=2)[CH:7]=[CH:8][C:9]=1[O:10][C:11]1[CH:16]=[CH:15][CH:14]=[CH:13][CH:12]=1, predict the reactants needed to synthesize it. The reactants are: [N+:1]([C:4]1[CH:5]=[C:6]([C:17]2[S:18][C:19]([C:23]([O:25][CH2:26][CH3:27])=[O:24])=[C:20]([CH3:22])[N:21]=2)[CH:7]=[CH:8][C:9]=1[O:10][C:11]1[CH:16]=[CH:15][CH:14]=[CH:13][CH:12]=1)([O-])=O.